Dataset: Catalyst prediction with 721,799 reactions and 888 catalyst types from USPTO. Task: Predict which catalyst facilitates the given reaction. (1) Reactant: [C:1]([C:3]1[CH:4]=[C:5]([CH:9]=[CH:10][CH:11]=1)[C:6](Cl)=[O:7])#[N:2].[S-:12][C:13]#[N:14].[Na+]. Product: [C:1]([C:3]1[CH:4]=[C:5]([CH:9]=[CH:10][CH:11]=1)[C:6]([N:14]=[C:13]=[S:12])=[O:7])#[N:2]. The catalyst class is: 25. (2) Reactant: [C:1](OC(=O)C)(=[O:3])[CH3:2].[Br:8][C:9]1[C:10]([CH3:20])=[CH:11][C:12]([OH:19])=[C:13]([CH:18]=1)[C:14]([O:16][CH3:17])=[O:15]. Product: [C:1]([O:19][C:12]1[CH:11]=[C:10]([CH3:20])[C:9]([Br:8])=[CH:18][C:13]=1[C:14]([O:16][CH3:17])=[O:15])(=[O:3])[CH3:2]. The catalyst class is: 17.